This data is from Peptide-MHC class I binding affinity with 185,985 pairs from IEDB/IMGT. The task is: Regression. Given a peptide amino acid sequence and an MHC pseudo amino acid sequence, predict their binding affinity value. This is MHC class I binding data. (1) The peptide sequence is TWIPEWDFI. The MHC is Mamu-B52 with pseudo-sequence Mamu-B52. The binding affinity (normalized) is 0.564. (2) The peptide sequence is VLFTVLAIV. The MHC is HLA-A02:02 with pseudo-sequence HLA-A02:02. The binding affinity (normalized) is 0.759. (3) The MHC is HLA-A11:01 with pseudo-sequence HLA-A11:01. The peptide sequence is ICKMPLPTR. The binding affinity (normalized) is 0.195.